From a dataset of Peptide-MHC class I binding affinity with 185,985 pairs from IEDB/IMGT. Regression. Given a peptide amino acid sequence and an MHC pseudo amino acid sequence, predict their binding affinity value. This is MHC class I binding data. The peptide sequence is ELHNGFTGY. The MHC is HLA-B27:03 with pseudo-sequence HLA-B27:03. The binding affinity (normalized) is 0.0847.